From a dataset of Forward reaction prediction with 1.9M reactions from USPTO patents (1976-2016). Predict the product of the given reaction. (1) The product is: [CH2:1]([N:3]([CH3:19])[CH:4]=[N:5][C:6]1[CH:18]=[CH:17][C:9]2[N:10]([CH2:30][C:29](=[N:28][O:27][CH3:26])[CH2:32][O:33][C:34]3[CH:39]=[CH:38][CH:37]=[C:36]([C:40]([F:42])([F:43])[F:41])[CH:35]=3)[C:11]([C:13]([F:16])([F:15])[F:14])=[N:12][C:8]=2[CH:7]=1)[CH3:2].[CH2:1]([N:3]([CH3:19])[CH:4]=[N:5][C:6]1[CH:18]=[CH:17][C:9]2[N:10]=[C:11]([C:13]([F:16])([F:15])[F:14])[N:12]([CH2:30][C:29](=[N:28][O:27][CH3:26])[CH2:32][O:33][C:34]3[CH:39]=[CH:38][CH:37]=[C:36]([C:40]([F:42])([F:43])[F:41])[CH:35]=3)[C:8]=2[CH:7]=1)[CH3:2]. Given the reactants [CH2:1]([N:3]([CH3:19])[CH:4]=[N:5][C:6]1[CH:18]=[CH:17][C:9]2[NH:10][C:11]([C:13]([F:16])([F:15])[F:14])=[N:12][C:8]=2[CH:7]=1)[CH3:2].C([O-])([O-])=O.[K+].[K+].[CH3:26][O:27][N:28]=[C:29]([CH2:32][O:33][C:34]1[CH:39]=[CH:38][CH:37]=[C:36]([C:40]([F:43])([F:42])[F:41])[CH:35]=1)[CH2:30]Br.O, predict the reaction product. (2) Given the reactants C(OC([NH:8][C@@H:9]([CH2:18]/[CH:19]=[CH:20]/[C:21]1[CH:26]=[CH:25][C:24]([NH:27][C:28](=[O:57])[C:29]2[CH:34]=[CH:33][C:32]([NH:35][C:36]3[N:45]=[CH:44][C:43]4[N:42]([CH3:46])[C:41](=[O:47])[C@@H:40]([CH2:48][CH3:49])[N:39]([CH:50]5[CH2:54][CH2:53][CH2:52][CH2:51]5)[C:38]=4[N:37]=3)=[C:31]([O:55][CH3:56])[CH:30]=2)=[CH:23][CH:22]=1)[C:10]([O:12][CH:13]1[CH2:17][CH2:16][CH2:15][CH2:14]1)=[O:11])=O)(C)(C)C.Cl.O1CCOCC1, predict the reaction product. The product is: [NH2:8][C@@H:9]([CH2:18]/[CH:19]=[CH:20]/[C:21]1[CH:22]=[CH:23][C:24]([NH:27][C:28](=[O:57])[C:29]2[CH:34]=[CH:33][C:32]([NH:35][C:36]3[N:45]=[CH:44][C:43]4[N:42]([CH3:46])[C:41](=[O:47])[C@@H:40]([CH2:48][CH3:49])[N:39]([CH:50]5[CH2:51][CH2:52][CH2:53][CH2:54]5)[C:38]=4[N:37]=3)=[C:31]([O:55][CH3:56])[CH:30]=2)=[CH:25][CH:26]=1)[C:10]([O:12][CH:13]1[CH2:14][CH2:15][CH2:16][CH2:17]1)=[O:11]. (3) Given the reactants [CH3:1][N:2]([CH3:19])[CH2:3][CH2:4][O:5][C:6]1[CH:11]=[CH:10][C:9]([NH2:12])=[CH:8][C:7]=1[C:13]1[N:14]([CH3:18])[N:15]=[CH:16][CH:17]=1.[F:20][C:21]1[CH:26]=[C:25]([F:27])[CH:24]=[CH:23][C:22]=1[N:28]=[C:29]=[O:30], predict the reaction product. The product is: [F:20][C:21]1[CH:26]=[C:25]([F:27])[CH:24]=[CH:23][C:22]=1[NH:28][C:29]([NH:12][C:9]1[CH:10]=[CH:11][C:6]([O:5][CH2:4][CH2:3][N:2]([CH3:19])[CH3:1])=[C:7]([C:13]2[N:14]([CH3:18])[N:15]=[CH:16][CH:17]=2)[CH:8]=1)=[O:30]. (4) Given the reactants [C:1]([O:5][C:6]([NH:8][C@@H:9]1[CH2:11][C@H:10]1[C:12]1[CH:13]=[C:14]([CH:18]=[CH:19][CH:20]=1)[C:15]([OH:17])=O)=[O:7])([CH3:4])([CH3:3])[CH3:2].F[P-](F)(F)(F)(F)F.N1(OC(N(C)C)=[N+](C)C)C2N=CC=CC=2N=N1.[NH2:45][C:46]1[CH:51]=[CH:50][CH:49]=[CH:48][CH:47]=1.C(N(CC)CC)C, predict the reaction product. The product is: [C:46]1([NH:45][C:15]([C:14]2[CH:13]=[C:12]([C@@H:10]3[CH2:11][C@H:9]3[NH:8][C:6](=[O:7])[O:5][C:1]([CH3:2])([CH3:3])[CH3:4])[CH:20]=[CH:19][CH:18]=2)=[O:17])[CH:51]=[CH:50][CH:49]=[CH:48][CH:47]=1.